This data is from NCI-60 drug combinations with 297,098 pairs across 59 cell lines. The task is: Regression. Given two drug SMILES strings and cell line genomic features, predict the synergy score measuring deviation from expected non-interaction effect. (1) Drug 1: CS(=O)(=O)C1=CC(=C(C=C1)C(=O)NC2=CC(=C(C=C2)Cl)C3=CC=CC=N3)Cl. Drug 2: C1C(C(OC1N2C=NC3=C(N=C(N=C32)Cl)N)CO)O. Cell line: NCI-H460. Synergy scores: CSS=6.86, Synergy_ZIP=2.56, Synergy_Bliss=8.14, Synergy_Loewe=5.31, Synergy_HSA=5.62. (2) Drug 1: CC1C(C(=O)NC(C(=O)N2CCCC2C(=O)N(CC(=O)N(C(C(=O)O1)C(C)C)C)C)C(C)C)NC(=O)C3=C4C(=C(C=C3)C)OC5=C(C(=O)C(=C(C5=N4)C(=O)NC6C(OC(=O)C(N(C(=O)CN(C(=O)C7CCCN7C(=O)C(NC6=O)C(C)C)C)C)C(C)C)C)N)C. Drug 2: CCC1(CC2CC(C3=C(CCN(C2)C1)C4=CC=CC=C4N3)(C5=C(C=C6C(=C5)C78CCN9C7C(C=CC9)(C(C(C8N6C=O)(C(=O)OC)O)OC(=O)C)CC)OC)C(=O)OC)O.OS(=O)(=O)O. Cell line: T-47D. Synergy scores: CSS=49.4, Synergy_ZIP=-0.681, Synergy_Bliss=0.911, Synergy_Loewe=-1.10, Synergy_HSA=3.56. (3) Drug 1: C1CCC(C1)C(CC#N)N2C=C(C=N2)C3=C4C=CNC4=NC=N3. Drug 2: CS(=O)(=O)C1=CC(=C(C=C1)C(=O)NC2=CC(=C(C=C2)Cl)C3=CC=CC=N3)Cl. Cell line: TK-10. Synergy scores: CSS=7.64, Synergy_ZIP=-1.51, Synergy_Bliss=-0.370, Synergy_Loewe=-0.629, Synergy_HSA=-0.614. (4) Drug 1: C1CN1C2=NC(=NC(=N2)N3CC3)N4CC4. Drug 2: CC1C(C(CC(O1)OC2CC(OC(C2O)C)OC3=CC4=CC5=C(C(=O)C(C(C5)C(C(=O)C(C(C)O)O)OC)OC6CC(C(C(O6)C)O)OC7CC(C(C(O7)C)O)OC8CC(C(C(O8)C)O)(C)O)C(=C4C(=C3C)O)O)O)O. Cell line: COLO 205. Synergy scores: CSS=62.9, Synergy_ZIP=2.70, Synergy_Bliss=3.35, Synergy_Loewe=-11.4, Synergy_HSA=0.820. (5) Drug 1: CN(C)C1=NC(=NC(=N1)N(C)C)N(C)C. Drug 2: C1=CN(C(=O)N=C1N)C2C(C(C(O2)CO)O)O.Cl. Cell line: SNB-19. Synergy scores: CSS=15.4, Synergy_ZIP=-5.95, Synergy_Bliss=0.163, Synergy_Loewe=-27.2, Synergy_HSA=-1.28.